Dataset: Reaction yield outcomes from USPTO patents with 853,638 reactions. Task: Predict the reaction yield, written as a fraction of the theoretical maximum amount of product (1.0 means a 100% yield; for example, 0.34 means a 34% yield). (1) The reactants are [NH2:1][N:2]1[CH:6]=[C:5]([F:7])[CH:4]=[C:3]1[C:8]([NH:10][C:11]1[CH:16]=[CH:15][CH:14]=[CH:13][CH:12]=1)=[O:9].[C:17]([O:21][C:22]([NH:24][C@@H:25]([CH3:29])[C:26](O)=[O:27])=[O:23])([CH3:20])([CH3:19])[CH3:18]. No catalyst specified. The product is [F:7][C:5]1[CH:4]=[C:3]([C:8](=[O:9])[NH:10][C:11]2[CH:12]=[CH:13][CH:14]=[CH:15][CH:16]=2)[N:2]([NH:1][C:26](=[O:27])[C@@H:25]([NH:24][C:22](=[O:23])[O:21][C:17]([CH3:19])([CH3:18])[CH3:20])[CH3:29])[CH:6]=1. The yield is 0.910. (2) The reactants are [Cl:1][C:2]1[CH:10]=[CH:9][C:8]([S:11](=[O:15])(=[O:14])[NH:12][CH3:13])=[CH:7][C:3]=1[C:4]([OH:6])=[O:5].Cl[C:17]1[CH:25]=CC(S(O)=O)=C[C:18]=1C(O)=O.N1CCCC1. No catalyst specified. The product is [Cl:1][C:2]1[CH:10]=[CH:9][C:8]([S:11]([N:12]2[CH2:25][CH2:17][CH2:18][CH2:13]2)(=[O:15])=[O:14])=[CH:7][C:3]=1[C:4]([OH:6])=[O:5]. The yield is 0.910. (3) The reactants are CC(C)([O-])C.[Na+].[C:7]1([S:13]([N:16]2[C:21]3[CH:22]=[C:23]([Cl:27])[CH:24]=[C:25](Br)[C:20]=3[O:19][CH2:18][CH2:17]2)(=[O:15])=[O:14])[CH:12]=[CH:11][CH:10]=[CH:9][CH:8]=1.[C:28]([O:32][C:33]([N:35]1[CH2:40][CH2:39][NH:38][CH2:37][CH2:36]1)=[O:34])([CH3:31])([CH3:30])[CH3:29]. The catalyst is C1(C)C=CC=CC=1.C(OCC)(=O)C.C1C=CC(/C=C/C(/C=C/C2C=CC=CC=2)=O)=CC=1.C1C=CC(/C=C/C(/C=C/C2C=CC=CC=2)=O)=CC=1.C1C=CC(/C=C/C(/C=C/C2C=CC=CC=2)=O)=CC=1.[Pd].[Pd].C1(P(C2C=CC=CC=2)C2C=CC3C(=CC=CC=3)C=2C2C3C(=CC=CC=3)C=CC=2P(C2C=CC=CC=2)C2C=CC=CC=2)C=CC=CC=1. The product is [C:28]([O:32][C:33]([N:35]1[CH2:40][CH2:39][N:38]([C:25]2[C:20]3[O:19][CH2:18][CH2:17][N:16]([S:13]([C:7]4[CH:12]=[CH:11][CH:10]=[CH:9][CH:8]=4)(=[O:15])=[O:14])[C:21]=3[CH:22]=[C:23]([Cl:27])[CH:24]=2)[CH2:37][CH2:36]1)=[O:34])([CH3:31])([CH3:29])[CH3:30]. The yield is 0.750. (4) The reactants are [Br:1][C:2]1[C:3](OS(C(F)(F)F)(=O)=O)=[C:4]([C:7]([O:9][CH3:10])=[O:8])[S:5][CH:6]=1.[C:19]([O-])([O-])=O.[K+].[K+].CB(O)O. The catalyst is O1CCOCC1.O.C1C=CC([P]([Pd]([P](C2C=CC=CC=2)(C2C=CC=CC=2)C2C=CC=CC=2)([P](C2C=CC=CC=2)(C2C=CC=CC=2)C2C=CC=CC=2)[P](C2C=CC=CC=2)(C2C=CC=CC=2)C2C=CC=CC=2)(C2C=CC=CC=2)C2C=CC=CC=2)=CC=1. The product is [Br:1][C:2]1[C:3]([CH3:19])=[C:4]([C:7]([O:9][CH3:10])=[O:8])[S:5][CH:6]=1. The yield is 0.840. (5) The reactants are Cl[C:2]1[CH:11]=[C:10]([C:12]([OH:14])=[O:13])[C:9]2[C:4](=[CH:5][CH:6]=[CH:7][CH:8]=2)[N:3]=1.[C:15]([C:17]1[CH:22]=[CH:21][C:20](B2OC(C)(C)C(C)(C)O2)=[CH:19][N:18]=1)#[N:16].C([O-])([O-])=[O:33].[K+].[K+]. The catalyst is C1C=CC([P]([Pd]([P](C2C=CC=CC=2)(C2C=CC=CC=2)C2C=CC=CC=2)([P](C2C=CC=CC=2)(C2C=CC=CC=2)C2C=CC=CC=2)[P](C2C=CC=CC=2)(C2C=CC=CC=2)C2C=CC=CC=2)(C2C=CC=CC=2)C2C=CC=CC=2)=CC=1.O1CCOCC1. The product is [C:15]([C:17]1[N:18]=[CH:19][C:20]([C:2]2[CH:11]=[C:10]([C:12]([OH:14])=[O:13])[C:9]3[C:4](=[CH:5][CH:6]=[CH:7][CH:8]=3)[N:3]=2)=[CH:21][CH:22]=1)(=[O:33])[NH2:16]. The yield is 0.570. (6) The reactants are [C:1]1([CH:7]([NH:19][S:20]([C:23]2[CH:28]=[CH:27][CH:26]=[CH:25][CH:24]=2)(=[O:22])=[O:21])[C:8]([O:10][C@@H:11]2[CH:16]3[CH2:17][CH2:18][N:13]([CH2:14][CH2:15]3)[CH2:12]2)=[O:9])[CH:6]=[CH:5][CH:4]=[CH:3][CH:2]=1.[Cl:29][CH2:30][C:31]([C:33]1[CH:38]=[CH:37][CH:36]=[CH:35][CH:34]=1)=[O:32]. The catalyst is CCOC(C)=O.C(#N)C. The product is [Cl-:29].[O:32]=[C:31]([C:33]1[CH:38]=[CH:37][CH:36]=[CH:35][CH:34]=1)[CH2:30][N+:13]12[CH2:14][CH2:15][CH:16]([CH2:17][CH2:18]1)[C@@H:11]([O:10][C:8](=[O:9])[CH:7]([C:1]1[CH:6]=[CH:5][CH:4]=[CH:3][CH:2]=1)[NH:19][S:20]([C:23]1[CH:28]=[CH:27][CH:26]=[CH:25][CH:24]=1)(=[O:22])=[O:21])[CH2:12]2. The yield is 0.740. (7) The reactants are [C:1]([N:4]1[C:13]2[C:8](=[CH:9][CH:10]=[CH:11][CH:12]=2)[C:7](=O)[CH2:6][CH:5]1[CH3:15])(=[O:3])[CH3:2].[F:16][C:17]1[CH:23]=[CH:22][CH:21]=[CH:20][C:18]=1[NH2:19]. The catalyst is C1(C)C=CC=CC=1.[Ti](Cl)(Cl)(Cl)Cl. The product is [C:1]([N:4]1[C:13]2[C:8](=[CH:9][CH:10]=[CH:11][CH:12]=2)[C:7](=[N:19][C:18]2[CH:20]=[CH:21][CH:22]=[CH:23][C:17]=2[F:16])[CH2:6][CH:5]1[CH3:15])(=[O:3])[CH3:2]. The yield is 0.810. (8) The reactants are C([O:3][C:4]([C:6]1[N:7]=[C:8]2[C:13]([C:14]([F:17])([F:16])[F:15])=[CH:12][C:11]([Br:18])=[CH:10][N:9]2[CH:19]=1)=[O:5])C.Cl. The catalyst is C(#N)C. The product is [Br:18][C:11]1[CH:12]=[C:13]([C:14]([F:16])([F:17])[F:15])[C:8]2[N:9]([CH:19]=[C:6]([C:4]([OH:5])=[O:3])[N:7]=2)[CH:10]=1. The yield is 0.490. (9) The reactants are CCN(C(C)C)C(C)C.CS(O[CH2:15][CH2:16][O:17][C:18]1[CH:23]=[CH:22][C:21]([CH:24]2[CH2:29][CH2:28][N:27]([C:30]3[CH:31]=[CH:32][C:33]4[N:34]([C:36]([C:39]([F:42])([F:41])[F:40])=[N:37][N:38]=4)[N:35]=3)[CH2:26][CH2:25]2)=[CH:20][CH:19]=1)(=O)=O.[CH3:43][N:44]1[CH2:49][CH2:48][NH:47][CH2:46][C:45]1=[O:50]. The catalyst is CC(N(C)C)=O. The product is [CH3:43][N:44]1[CH2:49][CH2:48][N:47]([CH2:15][CH2:16][O:17][C:18]2[CH:19]=[CH:20][C:21]([CH:24]3[CH2:25][CH2:26][N:27]([C:30]4[CH:31]=[CH:32][C:33]5[N:34]([C:36]([C:39]([F:40])([F:41])[F:42])=[N:37][N:38]=5)[N:35]=4)[CH2:28][CH2:29]3)=[CH:22][CH:23]=2)[CH2:46][C:45]1=[O:50]. The yield is 0.685.